Dataset: Experimentally validated miRNA-target interactions with 360,000+ pairs, plus equal number of negative samples. Task: Binary Classification. Given a miRNA mature sequence and a target amino acid sequence, predict their likelihood of interaction. (1) The miRNA is mmu-miR-322-5p with sequence CAGCAGCAAUUCAUGUUUUGGA. The protein sequence of the target gene is MDGETAGEKGSLVPPPGALGGSALGGAPAPGVRREPKKYAVTDDYQLSKQVLGLGVNGKVLECYHRRSGQKCALKLLYDSPKARQEVDHHWQASGGPHIVRILDVYENMHHGKRCLLIVMECMEGGELFSRIQERGDQAFTEREAAEIMRDIGTAIQFLHSRNIAHRDVKPENLLYTSKEKDAVLKLTDFGFAKETTQNALQTPCYTPYYVAPEVLGPEKYDKSCDMWSLGVIMYILLCGFPPFYSNTGQAISPGMKRRIRLGQYSFPNPEWLDVSEDAKQLIRLLLKTDPTERLTIMQF.... Result: 0 (no interaction). (2) Result: 0 (no interaction). The miRNA is mmu-miR-145b with sequence GUCCAGUUUUCCCAGGAGACU. The protein sequence of the target gene is MSNPSAPPPYEDHNPLYPGSPPPGGYGQPSVLPGGYPAYPAYPQPGYGHPAGYPQPVPPVHPMPMNYGHDYNEEERAGSDSFRPGEWDDRKVRHSFIQKVYCIISVQLLITVAIIAIFTFVEPVGKYVRNNVAVYYVSYAVFLVTYLTLACCQGPRRRFPWDIILLTIFTLALGFVTGTISSMYENKAVIIAMIITAVVSISVTIFCFQTKVDFTSCTGLFCVLGIVLMVTGIVTSIVLIFKYIYWLHMVYAALGAICFTLFLAYDTQLVLGNRKHTISPEDYITGALQIYTDIVYIFTF.... (3) The miRNA is hsa-miR-520h with sequence ACAAAGUGCUUCCCUUUAGAGU. The protein sequence of the target gene is MAAKMEITLSSNTEASSKQERHIIAKLEEKRGPPLQKNCPDPELCRQSFRRFCYQEVSGPQEALSQLRQLCRQWLQPELHTKEQILELLVMEQFLTILPPEIQARVRHRCPMSSKEIVTLVEDFHRASKKPKQWVAVCMQGQKVLLEKTGSQLGEQELPDFQPQTPRRDLRESSPAEPSQAGAYDRLSPHHWEKSPLLQEPTPKLAGTEAPRMRSDNKENPQQEGAKGAKPCAVSAGRSKGNGLQNPEPRGANMSEPRLSRRQVSSPNAQKPFAHYQRHCRVEYISSPLKSHPLRELKKS.... Result: 1 (interaction). (4) The miRNA is hsa-miR-4501 with sequence UAUGUGACCUCGGAUGAAUCA. The protein sequence of the target gene is MQQESERCRVRARRPDMALYVPKARRGAVLLKTGDEEESCGSPNSVVKEKQKESSLSQKEVFKDKPEARRLNINPDRKEHNCREEKKSSTKLRMDTCLQKTNRVCSKRGTTESKEVLSQGQQQGAPNAGVITNAPLQRHFKPKKVECLEVETTDVTGHERILLSQACLEISEAQVPSKPFQNVEFCDFSRHEPDGEAFEDKDLEGRIETDTKVLEILYEFPRVFSSVMKPENMIVPIKLSSDSEIVQQSMQTSDGILNPSSGGITTTSVPGSPDGVFDQTCVDFEVESVGGIANSTGFIL.... Result: 0 (no interaction).